From a dataset of Forward reaction prediction with 1.9M reactions from USPTO patents (1976-2016). Predict the product of the given reaction. (1) Given the reactants C1C2C(COC([N:18]3[CH2:23][CH2:22][CH:21]([C:24]4[N:25]=[C:26]([C:29]5[CH:34]=[C:33]([C:35]([CH3:38])([CH3:37])[CH3:36])[C:32]([O:39][CH3:40])=[C:31]([C:41]([CH3:44])([CH3:43])[CH3:42])[CH:30]=5)[S:27][CH:28]=4)[CH2:20][CH2:19]3)=O)C3C(=CC=CC=3)C=2C=CC=1.C(N)CC, predict the reaction product. The product is: [C:35]([C:33]1[CH:34]=[C:29]([C:26]2[S:27][CH:28]=[C:24]([CH:21]3[CH2:22][CH2:23][NH:18][CH2:19][CH2:20]3)[N:25]=2)[CH:30]=[C:31]([C:41]([CH3:44])([CH3:43])[CH3:42])[C:32]=1[O:39][CH3:40])([CH3:36])([CH3:37])[CH3:38]. (2) The product is: [CH2:20]([O:19][C:17](=[O:18])[C@@H:5]([OH:4])[CH2:6][CH2:7][C:8]1[C:9]([OH:11])=[N:34][C:33]([NH:32][CH:29]2[CH2:30][CH2:31][O:26][CH2:27][CH2:28]2)=[N:35][C:13]=1[OH:15])[CH3:21]. Given the reactants C([Si](CC)(CC)[O:4][C@H:5]([C:17]([O:19][CH2:20][CH3:21])=[O:18])[CH2:6][CH2:7][CH:8]([C:13]([O:15]C)=O)[C:9]([O:11]C)=O)C.[O:26]1[CH2:31][CH2:30][CH:29]([NH:32][C:33]([NH2:35])=[NH:34])[CH2:28][CH2:27]1.CC[O-].[Na+].Cl.O1CCOCC1, predict the reaction product. (3) Given the reactants [NH2:1][C:2]1[CH:11]=[CH:10][C:9]([I:12])=[CH:8][C:3]=1[C:4](OC)=[O:5].[CH:13]([NH2:15])=O, predict the reaction product. The product is: [I:12][C:9]1[CH:8]=[C:3]2[C:2](=[CH:11][CH:10]=1)[N:1]=[CH:13][NH:15][C:4]2=[O:5]. (4) Given the reactants C(N[CH:5]([CH3:7])[CH3:6])(C)C.[Li]CCCC.CCCCCC.C([N-]C(C)C)(C)C.[Li+].[CH2:27]([C:31]1[CH:35]=[CH:34][S:33][CH:32]=1)[CH2:28][CH2:29][CH3:30].C[O:37][B:38](OC)[O:39]C.C(O)CCO, predict the reaction product. The product is: [CH2:27]([C:31]1[CH:35]=[C:34]([B:38]2[O:39][CH2:6][CH2:5][CH2:7][O:37]2)[S:33][CH:32]=1)[CH2:28][CH2:29][CH3:30]. (5) Given the reactants [F:1][C:2]1[CH:3]=[C:4]2[C:8](=[C:9]([C:11]#[N:12])[CH:10]=1)[NH:7][CH:6]=[C:5]2[CH:13]=O.[CH2:15]([O:17][C:18](=[O:39])[CH:19]=P(C1C=CC=CC=1)(C1C=CC=CC=1)C1C=CC=CC=1)[CH3:16], predict the reaction product. The product is: [C:11]([C:9]1[CH:10]=[C:2]([F:1])[CH:3]=[C:4]2[C:8]=1[NH:7][CH:6]=[C:5]2/[CH:13]=[CH:19]/[C:18]([O:17][CH2:15][CH3:16])=[O:39])#[N:12]. (6) The product is: [C:23]([C:22]1[N:7]=[C:5]([C:4]2[CH:8]=[CH:9][CH:10]=[CH:11][C:3]=2[C:2]([F:12])([F:13])[F:1])[NH:6][C:20](=[O:19])[CH:21]=1)([CH3:26])([CH3:25])[CH3:24]. Given the reactants [F:1][C:2]([F:13])([F:12])[C:3]1[CH:11]=[CH:10][CH:9]=[CH:8][C:4]=1[C:5]([NH2:7])=[NH:6].[O-]CC.[Na+].C[O:19][C:20](=O)[CH2:21][C:22](=O)[C:23]([CH3:26])([CH3:25])[CH3:24], predict the reaction product. (7) Given the reactants S(=O)(=O)(O)O.[O-]S([O-])(=O)=O.[Mg+2].Cl[S:13]([C:16]1[CH:17]=[C:18]([CH:22]=[CH:23][CH:24]=1)[C:19]([OH:21])=[O:20])(=[O:15])=[O:14].[CH3:25][C:26](O)([CH3:28])[CH3:27].[NH3:30], predict the reaction product. The product is: [C:26]([O:21][C:19](=[O:20])[C:18]1[CH:22]=[CH:23][CH:24]=[C:16]([S:13](=[O:15])(=[O:14])[NH2:30])[CH:17]=1)([CH3:28])([CH3:27])[CH3:25]. (8) Given the reactants Cl[C:2]1[N:7]=[C:6]([C:8]2[C:9]([C:17]3[CH:18]=[C:19]([NH:23][C:24](=[O:33])[C:25]4[C:30]([F:31])=[CH:29][CH:28]=[CH:27][C:26]=4[F:32])[CH:20]=[CH:21][CH:22]=3)=[N:10][N:11]3[CH:16]=[CH:15][CH:14]=[CH:13][C:12]=23)[CH:5]=[CH:4][N:3]=1.[CH3:34][O:35][C:36]1[CH:41]=[CH:40][C:39]([NH2:42])=[CH:38][C:37]=1[N:43]1[CH2:48][CH2:47][N:46]([CH3:49])[CH2:45][CH2:44]1.Cl, predict the reaction product. The product is: [F:32][C:26]1[CH:27]=[CH:28][CH:29]=[C:30]([F:31])[C:25]=1[C:24]([NH:23][C:19]1[CH:20]=[CH:21][CH:22]=[C:17]([C:9]2[C:8]([C:6]3[CH:5]=[CH:4][N:3]=[C:2]([NH:42][C:39]4[CH:40]=[CH:41][C:36]([O:35][CH3:34])=[C:37]([N:43]5[CH2:44][CH2:45][N:46]([CH3:49])[CH2:47][CH2:48]5)[CH:38]=4)[N:7]=3)=[C:12]3[CH:13]=[CH:14][CH:15]=[CH:16][N:11]3[N:10]=2)[CH:18]=1)=[O:33]. (9) Given the reactants [C:1]([NH:4][C:5]1[CH:10]=[C:9]([N:11]2[CH:15]=[C:14]([C:16]([O:18]C)=[O:17])[C:13]([C:20]3[CH:25]=[CH:24][CH:23]=[CH:22][C:21]=3[Cl:26])=[N:12]2)[C:8]([CH3:27])=[CH:7][N:6]=1)(=[O:3])[CH3:2].[OH-].[Na+], predict the reaction product. The product is: [C:1]([NH:4][C:5]1[CH:10]=[C:9]([N:11]2[CH:15]=[C:14]([C:16]([OH:18])=[O:17])[C:13]([C:20]3[CH:25]=[CH:24][CH:23]=[CH:22][C:21]=3[Cl:26])=[N:12]2)[C:8]([CH3:27])=[CH:7][N:6]=1)(=[O:3])[CH3:2].